Dataset: Forward reaction prediction with 1.9M reactions from USPTO patents (1976-2016). Task: Predict the product of the given reaction. (1) The product is: [NH:17]1[C:18]2[C:23](=[CH:22][CH:21]=[CH:20][CH:19]=2)[C:15](/[CH:14]=[CH:13]/[C:12]([NH:11][C:8]2[CH:9]=[CH:10][C:5]([O:4][CH2:3][CH2:2][NH:36][CH2:35][CH2:34][O:27][C:28]3[CH:33]=[CH:32][CH:31]=[CH:30][CH:29]=3)=[C:6]([O:25][CH3:26])[CH:7]=2)=[O:24])=[N:16]1. Given the reactants Br[CH2:2][CH2:3][O:4][C:5]1[CH:10]=[CH:9][C:8]([NH:11][C:12](=[O:24])/[CH:13]=[CH:14]/[C:15]2[C:23]3[C:18](=[CH:19][CH:20]=[CH:21][CH:22]=3)[NH:17][N:16]=2)=[CH:7][C:6]=1[O:25][CH3:26].[O:27]([CH2:34][CH2:35][NH2:36])[C:28]1[CH:33]=[CH:32][CH:31]=[CH:30][CH:29]=1.C(=O)([O-])[O-].[K+].[K+], predict the reaction product. (2) Given the reactants FC1C=C2C(C(I)=CN2S(C2C=CC=CC=2)(=O)=O)=CC=1.[F:21][C:22]1[CH:30]=[C:29]2[C:25]([C:26]([C:40]3[CH:53]=[CH:52][C:43]4[N:44]([CH2:47][CH2:48][C:49]([NH2:51])=[O:50])[CH:45]=[N:46][C:42]=4[CH:41]=3)=[CH:27][N:28]2S(C2C=CC=CC=2)(=O)=O)=[CH:24][CH:23]=1, predict the reaction product. The product is: [F:21][C:22]1[CH:30]=[C:29]2[C:25]([C:26]([C:40]3[CH:53]=[CH:52][C:43]4[N:44]([CH2:47][CH2:48][C:49]([NH2:51])=[O:50])[CH:45]=[N:46][C:42]=4[CH:41]=3)=[CH:27][NH:28]2)=[CH:24][CH:23]=1. (3) Given the reactants [Br:1][C:2]1[CH:11]=[CH:10][C:5]2[N:6]=[C:7]([NH2:9])[S:8][C:4]=2[CH:3]=1.[F:12][C:13]([F:24])([F:23])[C:14]1[CH:15]=[C:16]([CH:20]=[CH:21][CH:22]=1)[C:17](Cl)=[O:18].CCN(CC)CC.C([O-])(O)=O.[Na+], predict the reaction product. The product is: [Br:1][C:2]1[CH:11]=[CH:10][C:5]2[N:6]=[C:7]([NH:9][C:17](=[O:18])[C:16]3[CH:20]=[CH:21][CH:22]=[C:14]([C:13]([F:12])([F:23])[F:24])[CH:15]=3)[S:8][C:4]=2[CH:3]=1.